Dataset: Forward reaction prediction with 1.9M reactions from USPTO patents (1976-2016). Task: Predict the product of the given reaction. (1) Given the reactants [CH3:1][O:2][C:3]1[CH:8]=[CH:7][C:6]([S:9][C:10]2[CH:18]=[CH:17][C:13]([C:14](Cl)=[O:15])=[CH:12][C:11]=2[NH:19][C:20]2[C:21]3[CH:29]=[CH:28][CH:27]=[N:26][C:22]=3[N:23]=[CH:24][N:25]=2)=[CH:5][CH:4]=1.[F:30][C:31]1[CH:37]=[CH:36][C:34]([NH2:35])=[CH:33][C:32]=1[CH3:38].FC(F)(F)C1C=C(C=CC=1)N, predict the reaction product. The product is: [F:30][C:31]1[CH:37]=[CH:36][C:34]([NH:35][C:14](=[O:15])[C:13]2[CH:17]=[CH:18][C:10]([S:9][C:6]3[CH:7]=[CH:8][C:3]([O:2][CH3:1])=[CH:4][CH:5]=3)=[C:11]([NH:19][C:20]3[C:21]4[CH:29]=[CH:28][CH:27]=[N:26][C:22]=4[N:23]=[CH:24][N:25]=3)[CH:12]=2)=[CH:33][C:32]=1[CH3:38]. (2) Given the reactants [CH2:1]([N:8]1[CH2:12][CH:11]([C:13]2[CH:18]=[CH:17][C:16]([Cl:19])=[CH:15][CH:14]=2)[CH:10]([NH2:20])[CH2:9]1)[C:2]1[CH:7]=[CH:6][CH:5]=[CH:4][CH:3]=1.[CH:21](=O)[CH3:22].C(O)(=O)C.C(O[BH-](OC(=O)C)OC(=O)C)(=O)C.[Na+].C([O-])([O-])=O.[Na+].[Na+].CCN(C(C)C)C(C)C.Cl[C:58]([O:60][C:61]1[CH:66]=[CH:65][C:64]([F:67])=[CH:63][CH:62]=1)=[O:59], predict the reaction product. The product is: [F:67][C:64]1[CH:65]=[CH:66][C:61]([O:60][C:58](=[O:59])[N:20]([C@H:10]2[C@H:11]([C:13]3[CH:14]=[CH:15][C:16]([Cl:19])=[CH:17][CH:18]=3)[CH2:12][N:8]([CH2:1][C:2]3[CH:3]=[CH:4][CH:5]=[CH:6][CH:7]=3)[CH2:9]2)[CH2:21][CH3:22])=[CH:62][CH:63]=1. (3) Given the reactants [Cl:1][S:2]([OH:5])(=[O:4])=[O:3].[Cl:6][CH:7]([Cl:9])[CH3:8], predict the reaction product. The product is: [Cl:1][S:2]([OH:5])(=[O:4])=[O:3].[Cl:6][CH:7]([Cl:9])[CH3:8].